From a dataset of Forward reaction prediction with 1.9M reactions from USPTO patents (1976-2016). Predict the product of the given reaction. (1) Given the reactants [Br:1][C:2]1[CH:3]=[C:4]2[N:10]=[C:9]([CH2:11][NH2:12])[NH:8][C:5]2=[N:6][CH:7]=1.CN(C(ON1N=NC2C=CC=CC1=2)=[N+](C)C)C.[B-](F)(F)(F)F.C(N(C(C)C)CC)(C)C.[CH3:44][C:45]1[CH:46]=[C:47]([CH:51]=[CH:52][C:53]=1[C:54]([N:56]1[CH2:60][CH:59]=[CH:58][CH2:57]1)=[O:55])[C:48](O)=[O:49], predict the reaction product. The product is: [Br:1][C:2]1[CH:3]=[C:4]2[N:10]=[C:9]([CH2:11][NH:12][C:48](=[O:49])[C:47]3[CH:51]=[CH:52][C:53]([C:54]([N:56]4[CH2:57][CH:58]=[CH:59][CH2:60]4)=[O:55])=[C:45]([CH3:44])[CH:46]=3)[NH:8][C:5]2=[N:6][CH:7]=1. (2) Given the reactants C(OC([N:8]1[CH2:12][CH:11]([C:13]2[CH:18]=[CH:17][CH:16]=[CH:15][CH:14]=2)[CH2:10][CH2:9]1)=O)(C)(C)C.C(O)(C(F)(F)F)=O.[OH-].[Na+], predict the reaction product. The product is: [C:13]1([CH:11]2[CH2:12][NH:8][CH2:9][CH2:10]2)[CH:18]=[CH:17][CH:16]=[CH:15][CH:14]=1. (3) Given the reactants [Cl:1][C:2]1[N:7]2[CH:8]=[CH:9][N:10]=[C:6]2[CH:5]=[C:4]([C:11]2[CH:16]=[CH:15][C:14]([Cl:17])=[CH:13][C:12]=2[Cl:18])[N:3]=1.[Cl:19]N1C(=O)CCC1=O, predict the reaction product. The product is: [Cl:19][C:8]1[N:7]2[C:2]([Cl:1])=[N:3][C:4]([C:11]3[CH:16]=[CH:15][C:14]([Cl:17])=[CH:13][C:12]=3[Cl:18])=[CH:5][C:6]2=[N:10][CH:9]=1. (4) The product is: [Cl:5][CH2:6][C:7]([C:20]1[CH:19]=[C:18]([CH3:28])[N:17]([C:14]2[CH:15]=[CH:16][C:11]([Cl:10])=[CH:12][CH:13]=2)[C:21]=1[CH3:22])=[O:8]. Given the reactants [Cl-].[Al+3].[Cl-].[Cl-].[Cl:5][CH2:6][C:7](Cl)=[O:8].[Cl:10][C:11]1[CH:16]=[CH:15][C:14]([N:17]2[C:21]([CH3:22])=[CH:20][C:19](C(=O)C(O)=O)=[C:18]2[CH3:28])=[CH:13][CH:12]=1.N1C=CC=C1, predict the reaction product. (5) Given the reactants [NH2:1][C:2]1[CH:22]=[CH:21][C:5]([CH2:6][N:7]([CH:15]2[CH2:20][CH2:19][CH2:18][CH2:17][CH2:16]2)[C:8]([C:10]2[O:11][CH:12]=[CH:13][CH:14]=2)=[O:9])=[CH:4][CH:3]=1.C(OC([NH:30][CH2:31][CH2:32][CH2:33][CH2:34][C@H:35]([NH:39]C(OCC1C2C=CC=CC=2C2C1=CC=CC=2)=O)[C:36](O)=[O:37])=O)(C)(C)C.[C:57]([NH:65][C:66]1[N:74]=[CH:73][N:72]=[C:71]2[C:67]=1[N:68]=[CH:69][N:70]2[CH2:75][C:76]([OH:78])=O)(=[O:64])[C:58]1[CH:63]=[CH:62][CH:61]=[CH:60][CH:59]=1, predict the reaction product. The product is: [NH2:30][CH2:31][CH2:32][CH2:33][CH2:34][C@H:35]([NH:39][C:76](=[O:78])[CH2:75][N:70]1[CH:69]=[N:68][C:67]2[C:71]1=[N:72][CH:73]=[N:74][C:66]=2[NH:65][C:57](=[O:64])[C:58]1[CH:59]=[CH:60][CH:61]=[CH:62][CH:63]=1)[C:36]([NH:1][C:2]1[CH:3]=[CH:4][C:5]([CH2:6][N:7]([CH:15]2[CH2:20][CH2:19][CH2:18][CH2:17][CH2:16]2)[C:8]([C:10]2[O:11][CH:12]=[CH:13][CH:14]=2)=[O:9])=[CH:21][CH:22]=1)=[O:37]. (6) Given the reactants [CH3:1][C:2]1[CH:3]=[C:4]([CH:9]=[C:10]([N+:12]([O-:14])=[O:13])[CH:11]=1)[C:5]([O:7]C)=[O:6].[OH-].[Na+], predict the reaction product. The product is: [CH3:1][C:2]1[CH:3]=[C:4]([CH:9]=[C:10]([N+:12]([O-:14])=[O:13])[CH:11]=1)[C:5]([OH:7])=[O:6]. (7) Given the reactants [Mg].Br[C:3]1[CH:8]=[CH:7][CH:6]=[CH:5][CH:4]=1.[C:9]([CH:11]1[O:16][CH2:15][CH2:14][N:13]([CH2:17][C:18]2[CH:23]=[CH:22][CH:21]=[CH:20][CH:19]=2)[CH2:12]1)#N.[O:24]1CCCC1, predict the reaction product. The product is: [C:9]([CH:11]1[O:16][CH2:15][CH2:14][N:13]([CH2:17][C:18]2[CH:23]=[CH:22][CH:21]=[CH:20][CH:19]=2)[CH2:12]1)(=[O:24])[C:3]1[CH:8]=[CH:7][CH:6]=[CH:5][CH:4]=1. (8) Given the reactants I[C:2]1[N:6]2[CH:7]=[CH:8][C:9]([C:11]([F:14])([F:13])[F:12])=[CH:10][C:5]2=[N:4][C:3]=1[CH3:15].[F:16][C:17]1[CH:18]=[CH:19][C:20]2=[C:21]([CH:37]=1)[O:22][CH2:23][C:24]1[CH:34]=[C:33]([CH:35]=[O:36])[CH:32]=[CH:31][C:25]=1/[C:26]/2=[C:27](/[CH3:30])\[C:28]#[N:29], predict the reaction product. The product is: [F:16][C:17]1[CH:18]=[CH:19][C:20]2=[C:21]([CH:37]=1)[O:22][CH2:23][C:24]1[CH:34]=[C:33]([CH:35]([OH:36])[C:2]3[N:6]4[CH:7]=[CH:8][C:9]([C:11]([F:14])([F:13])[F:12])=[CH:10][C:5]4=[N:4][C:3]=3[CH3:15])[CH:32]=[CH:31][C:25]=1/[C:26]/2=[C:27](/[CH3:30])\[C:28]#[N:29]. (9) Given the reactants O[CH2:2][C:3]1[CH:8]=[CH:7][C:6]([C:9]2[O:10][CH:11]=[C:12]([C:14]([O:16][CH2:17][CH3:18])=[O:15])[N:13]=2)=[CH:5][CH:4]=1.S(Cl)([Cl:21])=O.N1C2C=CC=CC=2N=N1, predict the reaction product. The product is: [Cl:21][CH2:2][C:3]1[CH:8]=[CH:7][C:6]([C:9]2[O:10][CH:11]=[C:12]([C:14]([O:16][CH2:17][CH3:18])=[O:15])[N:13]=2)=[CH:5][CH:4]=1.